From a dataset of NCI-60 drug combinations with 297,098 pairs across 59 cell lines. Regression. Given two drug SMILES strings and cell line genomic features, predict the synergy score measuring deviation from expected non-interaction effect. (1) Drug 1: C1CCN(CC1)CCOC2=CC=C(C=C2)C(=O)C3=C(SC4=C3C=CC(=C4)O)C5=CC=C(C=C5)O. Drug 2: CS(=O)(=O)C1=CC(=C(C=C1)C(=O)NC2=CC(=C(C=C2)Cl)C3=CC=CC=N3)Cl. Cell line: COLO 205. Synergy scores: CSS=-8.43, Synergy_ZIP=4.70, Synergy_Bliss=-1.98, Synergy_Loewe=-10.3, Synergy_HSA=-10.3. (2) Drug 1: CC12CCC3C(C1CCC2=O)CC(=C)C4=CC(=O)C=CC34C. Drug 2: C1=NC2=C(N=C(N=C2N1C3C(C(C(O3)CO)O)F)Cl)N. Cell line: T-47D. Synergy scores: CSS=21.1, Synergy_ZIP=-8.41, Synergy_Bliss=-0.943, Synergy_Loewe=-2.53, Synergy_HSA=-1.40. (3) Drug 1: COC1=CC(=CC(=C1O)OC)C2C3C(COC3=O)C(C4=CC5=C(C=C24)OCO5)OC6C(C(C7C(O6)COC(O7)C8=CC=CS8)O)O. Drug 2: CN(C(=O)NC(C=O)C(C(C(CO)O)O)O)N=O. Cell line: DU-145. Synergy scores: CSS=19.3, Synergy_ZIP=0.760, Synergy_Bliss=1.31, Synergy_Loewe=-44.1, Synergy_HSA=2.25. (4) Drug 1: CN(C)N=NC1=C(NC=N1)C(=O)N. Drug 2: C(CN)CNCCSP(=O)(O)O. Cell line: TK-10. Synergy scores: CSS=25.3, Synergy_ZIP=4.84, Synergy_Bliss=6.38, Synergy_Loewe=4.85, Synergy_HSA=5.11. (5) Drug 2: C1CN(P(=O)(OC1)NCCCl)CCCl. Cell line: NCI/ADR-RES. Drug 1: CN1CCC(CC1)COC2=C(C=C3C(=C2)N=CN=C3NC4=C(C=C(C=C4)Br)F)OC. Synergy scores: CSS=2.58, Synergy_ZIP=-1.04, Synergy_Bliss=-1.97, Synergy_Loewe=-9.49, Synergy_HSA=-3.47.